Dataset: Catalyst prediction with 721,799 reactions and 888 catalyst types from USPTO. Task: Predict which catalyst facilitates the given reaction. Reactant: [Cl:1][C:2]1[C:29]([CH3:30])=[CH:28][C:5]([O:6][CH2:7][CH2:8][CH2:9][C:10]2[C:18]3[C:13](=[C:14]([C:19]4[C:20]([CH2:26][OH:27])=[N:21][N:22]([CH3:25])[C:23]=4[CH3:24])[CH:15]=[CH:16][CH:17]=3)[NH:12][CH:11]=2)=[CH:4][C:3]=1[CH3:31].[C:32]1(O)[CH:37]=[CH:36][CH:35]=[CH:34][CH:33]=1.C1(P(C2C=CC=CC=2)C2C=CC=CC=2)C=CC=CC=1. Product: [Cl:1][C:2]1[C:29]([CH3:30])=[CH:28][C:5]([O:6][CH2:7][CH2:8][CH2:9][C:10]2[C:18]3[C:13](=[C:14]([C:19]4[C:20]([CH2:26][O:27][C:32]5[CH:37]=[CH:36][CH:35]=[CH:34][CH:33]=5)=[N:21][N:22]([CH3:25])[C:23]=4[CH3:24])[CH:15]=[CH:16][CH:17]=3)[NH:12][CH:11]=2)=[CH:4][C:3]=1[CH3:31]. The catalyst class is: 1.